The task is: Predict the reaction yield, written as a fraction of the theoretical maximum amount of product (1.0 means a 100% yield; for example, 0.34 means a 34% yield).. This data is from Reaction yield outcomes from USPTO patents with 853,638 reactions. (1) The reactants are [CH3:1][C:2]1[N:6]([CH2:7][C:8]2[CH:13]=[CH:12][CH:11]=[CH:10][CH:9]=2)[C:5]2[CH:14]=[C:15]([N:21]3[CH2:26][CH2:25][O:24][CH2:23][CH2:22]3)[CH:16]=[C:17]([N+:18]([O-])=O)[C:4]=2[N:3]=1. The catalyst is CCO.[Pd]. The product is [CH3:1][C:2]1[N:6]([CH2:7][C:8]2[CH:13]=[CH:12][CH:11]=[CH:10][CH:9]=2)[C:5]2[CH:14]=[C:15]([N:21]3[CH2:26][CH2:25][O:24][CH2:23][CH2:22]3)[CH:16]=[C:17]([NH2:18])[C:4]=2[N:3]=1. The yield is 0.660. (2) The reactants are [F:1][C:2]([F:13])([F:12])[C:3]1[CH:11]=[CH:10][C:6]([C:7]([OH:9])=O)=[CH:5][CH:4]=1.C(N1C=CN=C1)(N1C=CN=C1)=O.Cl.[NH2:27][CH2:28][C:29]1[CH:30]=[C:31]2[C:36](=[CH:37][CH:38]=1)[N:35]=[C:34]([CH3:39])[N:33]([CH:40]1[CH2:45][CH2:44][C:43](=[O:46])[NH:42][C:41]1=[O:47])[C:32]2=[O:48]. The catalyst is CN(C=O)C. The product is [O:47]=[C:41]1[CH:40]([N:33]2[C:32](=[O:48])[C:31]3[C:36](=[CH:37][CH:38]=[C:29]([CH2:28][NH:27][C:7](=[O:9])[C:6]4[CH:5]=[CH:4][C:3]([C:2]([F:1])([F:13])[F:12])=[CH:11][CH:10]=4)[CH:30]=3)[N:35]=[C:34]2[CH3:39])[CH2:45][CH2:44][C:43](=[O:46])[NH:42]1. The yield is 0.670. (3) The reactants are [F:1][C:2]([F:13])([F:12])[O:3][C:4]1[CH:11]=[CH:10][C:7]([CH:8]=O)=[CH:6][CH:5]=1.[NH2:14][C:15]1[N:16]=[N:17][C:18]([CH3:21])=[CH:19][CH:20]=1.C([O:24][C:25](=O)[C:26]([OH:40])=[CH:27][C:28](=[O:39])[C:29]1[CH:30]=[N:31][C:32]([C:35]([F:38])([F:37])[F:36])=[CH:33][CH:34]=1)C. No catalyst specified. The product is [OH:40][C:26]1[C:25](=[O:24])[N:14]([C:15]2[N:16]=[N:17][C:18]([CH3:21])=[CH:19][CH:20]=2)[CH:8]([C:7]2[CH:10]=[CH:11][C:4]([O:3][C:2]([F:13])([F:12])[F:1])=[CH:5][CH:6]=2)[C:27]=1[C:28]([C:29]1[CH:30]=[N:31][C:32]([C:35]([F:38])([F:36])[F:37])=[CH:33][CH:34]=1)=[O:39]. The yield is 0.190. (4) The reactants are [CH2:1]([O:8][C:9]1[CH:14]=[C:13]([O:15][CH2:16][C:17]2[CH:22]=[CH:21][CH:20]=[CH:19][CH:18]=2)[C:12]([Cl:23])=[CH:11][C:10]=1[C:24]1[O:28][N:27]=[C:26]([C:29]([NH2:31])=O)[C:25]=1[C:32]1[CH:37]=[CH:36][C:35]([F:38])=[CH:34][CH:33]=1)[C:2]1[CH:7]=[CH:6][CH:5]=[CH:4][CH:3]=1. The catalyst is C1COCC1. The product is [CH2:1]([O:8][C:9]1[CH:14]=[C:13]([O:15][CH2:16][C:17]2[CH:18]=[CH:19][CH:20]=[CH:21][CH:22]=2)[C:12]([Cl:23])=[CH:11][C:10]=1[C:24]1[O:28][N:27]=[C:26]([CH2:29][NH2:31])[C:25]=1[C:32]1[CH:37]=[CH:36][C:35]([F:38])=[CH:34][CH:33]=1)[C:2]1[CH:7]=[CH:6][CH:5]=[CH:4][CH:3]=1. The yield is 0.770. (5) The reactants are [CH3:1][O:2][C:3]1[CH:4]=[C:5]([SH:9])[CH:6]=[CH:7][CH:8]=1.C(O)C.[OH-].[K+].Br[CH2:16][C:17]([C:19]1[CH:24]=[CH:23][C:22]([F:25])=[CH:21][CH:20]=1)=[O:18]. The catalyst is CCOC(C)=O.O. The product is [F:25][C:22]1[CH:23]=[CH:24][C:19]([C:17](=[O:18])[CH2:16][S:9][C:5]2[CH:6]=[CH:7][CH:8]=[C:3]([O:2][CH3:1])[CH:4]=2)=[CH:20][CH:21]=1. The yield is 0.740.